The task is: Predict the reaction yield, written as a fraction of the theoretical maximum amount of product (1.0 means a 100% yield; for example, 0.34 means a 34% yield).. This data is from Reaction yield outcomes from USPTO patents with 853,638 reactions. (1) The reactants are C(N(CCCC)C(C1C(Cl)=C(C)[N:10]([C:15]2[CH:20]=[CH:19][C:18](OCC(=O)[NH:10][C:15]3[CH:20]=[CH:19][CH:18]=[CH:17][CH:16]=3)=[CH:17][C:16]=2C(N2[C@H](CO)CC3C(=CC=CC=3)C2)=O)N=1)=O)CCC.[CH2:50]([N:54]([CH2:88][CH2:89][CH2:90][CH3:91])[C:55]([C:57]1[CH:61]=[C:60]([CH3:62])[N:59]([C:63]2[CH:64]=[C:65]([CH:71]=[CH:72][C:73]=2[C:74]([N:76]2[C@H:85]([CH2:86][OH:87])[CH2:84][C:83]3[C:78](=[CH:79][CH:80]=[CH:81][CH:82]=3)[CH2:77]2)=[O:75])[O:66][CH2:67][C:68](O)=[O:69])[N:58]=1)=[O:56])[CH2:51][CH2:52][CH3:53]. No catalyst specified. The product is [CH2:88]([N:54]([CH2:50][CH2:51][CH2:52][CH3:53])[C:55]([C:57]1[CH:61]=[C:60]([CH3:62])[N:59]([C:63]2[CH:64]=[C:65]([O:66][CH2:67][C:68](=[O:69])[NH:10][C:15]3[CH:20]=[CH:19][CH:18]=[CH:17][CH:16]=3)[CH:71]=[CH:72][C:73]=2[C:74]([N:76]2[C@H:85]([CH2:86][OH:87])[CH2:84][C:83]3[C:78](=[CH:79][CH:80]=[CH:81][CH:82]=3)[CH2:77]2)=[O:75])[N:58]=1)=[O:56])[CH2:89][CH2:90][CH3:91]. The yield is 0.220. (2) The reactants are [CH:1]([N:4]1[C:8]2[CH:9]=[C:10]([NH2:13])[CH:11]=[CH:12][C:7]=2[N:6]=[CH:5]1)([CH3:3])[CH3:2].[Br:14]Br.N.CO.C(Cl)Cl. The catalyst is CC(O)=O. The product is [CH:1]([N:4]1[C:8]2[C:9]([Br:14])=[C:10]([NH2:13])[CH:11]=[CH:12][C:7]=2[N:6]=[CH:5]1)([CH3:3])[CH3:2]. The yield is 0.470.